Dataset: Peptide-MHC class II binding affinity with 134,281 pairs from IEDB. Task: Regression. Given a peptide amino acid sequence and an MHC pseudo amino acid sequence, predict their binding affinity value. This is MHC class II binding data. The peptide sequence is GARRSGDVLWDIPTP. The MHC is DRB3_0101 with pseudo-sequence DRB3_0101. The binding affinity (normalized) is 0.228.